Task: Predict the reaction yield, written as a fraction of the theoretical maximum amount of product (1.0 means a 100% yield; for example, 0.34 means a 34% yield).. Dataset: Reaction yield outcomes from USPTO patents with 853,638 reactions (1) The yield is 0.600. The product is [N+:1]([C:4]1[CH:5]=[CH:6][C:7]([O:8][CH2:9][C:10]2[O:12][N:25]=[C:19]([CH3:20])[N:18]=2)=[CH:13][CH:14]=1)([O-:3])=[O:2]. The catalyst is C1COCC1. The reactants are [N+:1]([C:4]1[CH:14]=[CH:13][C:7]([O:8][CH2:9][C:10]([OH:12])=O)=[CH:6][CH:5]=1)([O-:3])=[O:2].Cl.C([N:18](CC)[CH2:19][CH3:20])C.CC[N:25]=C=NCCCN(C)C.Cl.C(N(C(C)C)CC)(C)C. (2) The reactants are [Br:1][C:2]1[CH:11]=[CH:10][CH:9]=[C:8]2[C:3]=1[CH2:4][CH2:5][CH2:6][N:7]2[C:12](Cl)=[O:13].[CH3:15][C:16]1[C:25]([CH3:26])=[CH:24][CH:23]=[CH:22][C:17]=1[O:18][CH2:19][CH2:20][OH:21].CC(C)([O-])C.[K+]. The catalyst is C(Cl)Cl. The product is [Br:1][C:2]1[CH:11]=[CH:10][CH:9]=[C:8]2[C:3]=1[CH2:4][CH2:5][CH2:6][N:7]2[C:12]([O:21][CH2:20][CH2:19][O:18][C:17]1[CH:22]=[CH:23][CH:24]=[C:25]([CH3:26])[C:16]=1[CH3:15])=[O:13]. The yield is 0.693. (3) The reactants are Br[C:2]1[C:11]2[C:6](=[CH:7][CH:8]=[CH:9][CH:10]=2)[C:5](=[O:12])[O:4][C:3]=1[CH:13]([OH:15])[CH3:14].CC1(C)C(C)(C)OB([C:24]2[S:28][C:27]([CH2:29][N:30]3[CH2:35][CH2:34][O:33][CH2:32][CH2:31]3)=[CH:26][CH:25]=2)O1.C([O-])([O-])=O.[Cs+].[Cs+]. The catalyst is C1C=CC([P]([Pd]([P](C2C=CC=CC=2)(C2C=CC=CC=2)C2C=CC=CC=2)([P](C2C=CC=CC=2)(C2C=CC=CC=2)C2C=CC=CC=2)[P](C2C=CC=CC=2)(C2C=CC=CC=2)C2C=CC=CC=2)(C2C=CC=CC=2)C2C=CC=CC=2)=CC=1. The product is [OH:15][CH:13]([C:3]1[O:4][C:5](=[O:12])[C:6]2[C:11]([C:2]=1[C:24]1[S:28][C:27]([CH2:29][N:30]3[CH2:31][CH2:32][O:33][CH2:34][CH2:35]3)=[CH:26][CH:25]=1)=[CH:10][CH:9]=[CH:8][CH:7]=2)[CH3:14]. The yield is 0.480. (4) The reactants are [C:1](=[O:3])=[O:2].[CH3:4][C:5](C)=O.C(N[CH:12]([CH3:14])[CH3:13])(C)C.C([Li])CCC.[C:20]([O:23][CH2:24][CH3:25])(=[O:22])[CH3:21].FC(F)(F)S(O[Si:32](OS(C(F)(F)F)(=O)=O)([CH:36]([CH3:38])[CH3:37])[CH:33](C)C)(=O)=O. The catalyst is C1COCC1. The product is [CH:36]([Si:32]([CH:12]([CH3:13])[CH3:14])([CH2:21][C:20]([O:23][CH2:24][CH3:25])=[O:22])[CH2:33][C:1]([O:3][CH2:4][CH3:5])=[O:2])([CH3:38])[CH3:37]. The yield is 0.400. (5) The reactants are CCCCC.[C:6]([Li])([CH3:9])([CH3:8])[CH3:7].C1COCC1.[CH3:16][O:17][C:18]1[CH:23]=[CH:22][C:21]([N:24]2[CH2:29][CH2:28][N:27]([C:30]3[C:31]([CH3:44])=[C:32]([CH3:43])[C:33]4[O:37][C:36]([CH3:39])([CH3:38])[C:35](=[O:40])[C:34]=4[C:41]=3[CH3:42])[CH2:26][CH2:25]2)=[CH:20][CH:19]=1. The catalyst is O. The product is [C:6]([C:35]1([OH:40])[C:34]2[C:41]([CH3:42])=[C:30]([N:27]3[CH2:26][CH2:25][N:24]([C:21]4[CH:20]=[CH:19][C:18]([O:17][CH3:16])=[CH:23][CH:22]=4)[CH2:29][CH2:28]3)[C:31]([CH3:44])=[C:32]([CH3:43])[C:33]=2[O:37][C:36]1([CH3:39])[CH3:38])([CH3:9])([CH3:8])[CH3:7]. The yield is 0.330. (6) The reactants are C[O:2][C:3]([C:5]1([C:8]2[CH:9]=[CH:10][C:11]3[O:15][C:14](=[O:16])[NH:13][C:12]=3[CH:17]=2)[CH2:7][CH2:6]1)=[O:4].O[Li].O. The catalyst is CO.O. The product is [O:16]=[C:14]1[NH:13][C:12]2[CH:17]=[C:8]([C:5]3([C:3]([OH:4])=[O:2])[CH2:7][CH2:6]3)[CH:9]=[CH:10][C:11]=2[O:15]1. The yield is 0.840. (7) The reactants are [CH3:1][N:2]1[C:10]2[C:5](=[CH:6][CH:7]=[CH:8][CH:9]=2)[C:4]([CH3:11])=[C:3]1[CH2:12][NH:13][CH3:14].CCN(CC)CC.[C:22](Cl)(=[O:25])[CH:23]=[CH2:24]. The catalyst is C(Cl)Cl. The product is [CH3:1][N:2]1[C:10]2[C:5](=[CH:6][CH:7]=[CH:8][CH:9]=2)[C:4]([CH3:11])=[C:3]1[CH2:12][N:13]([CH3:14])[C:22](=[O:25])[CH:23]=[CH2:24]. The yield is 0.900. (8) The reactants are [C:1]([C:3]1[CH:4]=[C:5]([CH:17]=[CH:18][CH:19]=1)[CH2:6][NH:7][CH2:8][CH2:9][C:10]([O:12][C:13]([CH3:16])([CH3:15])[CH3:14])=[O:11])#[N:2].[C:20](O[C:20]([O:22][C:23]([CH3:26])([CH3:25])[CH3:24])=[O:21])([O:22][C:23]([CH3:26])([CH3:25])[CH3:24])=[O:21]. The catalyst is C1COCC1. The product is [C:23]([O:22][C:20]([N:7]([CH2:6][C:5]1[CH:17]=[CH:18][CH:19]=[C:3]([C:1]#[N:2])[CH:4]=1)[CH2:8][CH2:9][C:10]([O:12][C:13]([CH3:16])([CH3:14])[CH3:15])=[O:11])=[O:21])([CH3:26])([CH3:25])[CH3:24]. The yield is 0.980.